Dataset: Forward reaction prediction with 1.9M reactions from USPTO patents (1976-2016). Task: Predict the product of the given reaction. (1) Given the reactants C(OC(=O)[NH:10][C@@H:11]([CH2:26][O:27]CC1C=CC=CC=1)[CH2:12][S:13](=[O:25])(=[O:24])[NH:14][CH:15]1[CH2:20][CH2:19][N:18]([CH:21]([CH3:23])[CH3:22])[CH2:17][CH2:16]1)C1C=CC=CC=1.B(Br)(Br)Br.[OH-].[Na+], predict the reaction product. The product is: [CH:21]([N:18]1[CH2:17][CH2:16][CH:15]([NH:14][S:13]([CH2:12][C@@H:11]([NH2:10])[CH2:26][OH:27])(=[O:25])=[O:24])[CH2:20][CH2:19]1)([CH3:23])[CH3:22]. (2) Given the reactants [Cl:1][C:2]1[CH:7]=[CH:6][C:5]([C:8]2[CH:12]([C:13]3[CH:18]=[CH:17][CH:16]=[CH:15][CH:14]=3)[CH2:11][N:10]([C:19](=[S:22])[NH:20][CH3:21])[N:9]=2)=[CH:4][CH:3]=1.I[CH3:24], predict the reaction product. The product is: [Cl:1][C:2]1[CH:3]=[CH:4][C:5]([C:8]2[CH:12]([C:13]3[CH:18]=[CH:17][CH:16]=[CH:15][CH:14]=3)[CH2:11][N:10]([C:19]([S:22][CH3:24])=[N:20][CH3:21])[N:9]=2)=[CH:6][CH:7]=1. (3) Given the reactants Cl[C:2]1[N:7]=[CH:6][N:5]=[C:4]([O:8][CH:9]2[CH2:14][CH2:13][N:12]([C:15]([O:17][C:18]([CH3:21])([CH3:20])[CH3:19])=[O:16])[CH2:11][CH2:10]2)[CH:3]=1.[OH-].[NH4+:23], predict the reaction product. The product is: [NH2:23][C:2]1[N:7]=[CH:6][N:5]=[C:4]([O:8][CH:9]2[CH2:14][CH2:13][N:12]([C:15]([O:17][C:18]([CH3:21])([CH3:20])[CH3:19])=[O:16])[CH2:11][CH2:10]2)[CH:3]=1. (4) Given the reactants [NH2:1][C:2]1([CH2:14][F:15])[CH2:6][CH2:5][N:4]([C:7]([O:9][C:10]([CH3:13])([CH3:12])[CH3:11])=[O:8])[CH2:3]1.[F:16][C:17]([F:32])([F:31])[C:18]1[CH:19]=[C:20]([CH:28]=[CH:29][CH:30]=1)[C:21]([NH:23][CH2:24][C:25](O)=[O:26])=[O:22].CN([P+](ON1N=NC2C=CC=CC1=2)(N(C)C)N(C)C)C.F[P-](F)(F)(F)(F)F.C(N(CC)CC)C, predict the reaction product. The product is: [F:15][CH2:14][C:2]1([NH:1][C:25](=[O:26])[CH2:24][NH:23][C:21](=[O:22])[C:20]2[CH:28]=[CH:29][CH:30]=[C:18]([C:17]([F:16])([F:32])[F:31])[CH:19]=2)[CH2:6][CH2:5][N:4]([C:7]([O:9][C:10]([CH3:11])([CH3:12])[CH3:13])=[O:8])[CH2:3]1.